From a dataset of NCI-60 drug combinations with 297,098 pairs across 59 cell lines. Regression. Given two drug SMILES strings and cell line genomic features, predict the synergy score measuring deviation from expected non-interaction effect. Drug 1: COCCOC1=C(C=C2C(=C1)C(=NC=N2)NC3=CC=CC(=C3)C#C)OCCOC.Cl. Drug 2: CC1C(C(CC(O1)OC2CC(CC3=C2C(=C4C(=C3O)C(=O)C5=CC=CC=C5C4=O)O)(C(=O)C)O)N)O. Cell line: OVCAR3. Synergy scores: CSS=51.7, Synergy_ZIP=-1.30, Synergy_Bliss=5.66, Synergy_Loewe=5.61, Synergy_HSA=8.07.